Dataset: NCI-60 drug combinations with 297,098 pairs across 59 cell lines. Task: Regression. Given two drug SMILES strings and cell line genomic features, predict the synergy score measuring deviation from expected non-interaction effect. (1) Drug 1: CC1C(C(CC(O1)OC2CC(CC3=C2C(=C4C(=C3O)C(=O)C5=C(C4=O)C(=CC=C5)OC)O)(C(=O)C)O)N)O.Cl. Drug 2: C1=CC(=CC=C1C#N)C(C2=CC=C(C=C2)C#N)N3C=NC=N3. Cell line: TK-10. Synergy scores: CSS=0.0480, Synergy_ZIP=-4.95, Synergy_Bliss=-1.62, Synergy_Loewe=-12.1, Synergy_HSA=-3.10. (2) Drug 1: CC1=C(C=C(C=C1)NC2=NC=CC(=N2)N(C)C3=CC4=NN(C(=C4C=C3)C)C)S(=O)(=O)N.Cl. Drug 2: C(CC(=O)O)C(=O)CN.Cl. Cell line: SK-OV-3. Synergy scores: CSS=6.84, Synergy_ZIP=-3.25, Synergy_Bliss=-1.56, Synergy_Loewe=-5.47, Synergy_HSA=-4.33.